From a dataset of Forward reaction prediction with 1.9M reactions from USPTO patents (1976-2016). Predict the product of the given reaction. (1) Given the reactants [C:1](Cl)(=[NH:5])[CH:2]([CH3:4])[CH3:3].[N-:7]=[C:8]=[S:9].[Na+].N1C=CC=C[CH:12]=1.Cl.[F:18][C:19]1[CH:20]=[C:21]([CH:25]=[CH:26][C:27]=1[O:28][CH:29]1[CH2:33][CH2:32][N:31]([CH:34]2[CH2:39][CH2:38][NH:37][CH2:36][CH2:35]2)[C:30]1=[O:40])[C:22]([OH:24])=[O:23], predict the reaction product. The product is: [F:18][C:19]1[CH:20]=[C:21]([CH:25]=[CH:26][C:27]=1[O:28][CH:29]1[CH2:33][CH2:32][N:31]([CH:34]2[CH2:39][CH2:38][N:37]([C:8]3[S:9][N:5]=[C:1]([CH:2]([CH3:4])[CH3:3])[N:7]=3)[CH2:36][CH2:35]2)[C:30]1=[O:40])[C:22]([O:24][CH3:12])=[O:23]. (2) Given the reactants [Cl:1][C:2]1[C:3]([F:11])=[CH:4][C:5](I)=[C:6]([O:8][CH3:9])[CH:7]=1.C([Mg]Cl)(C)C.CON(C)[C:20]([C:22]1[C:23]([NH2:31])=[N:24][C:25]([S:28][CH2:29][CH3:30])=[N:26][CH:27]=1)=[O:21], predict the reaction product. The product is: [NH2:31][C:23]1[C:22]([C:20]([C:5]2[CH:4]=[C:3]([F:11])[C:2]([Cl:1])=[CH:7][C:6]=2[O:8][CH3:9])=[O:21])=[CH:27][N:26]=[C:25]([S:28][CH2:29][CH3:30])[N:24]=1. (3) Given the reactants Br[CH2:2][C:3]([C:5]1[C:28](=[O:29])[O:27][C:8]2=[N:9][C:10]([N:13]3[CH2:19][CH2:18][CH2:17][N:16]([C:20]([O:22][C:23]([CH3:26])([CH3:25])[CH3:24])=[O:21])[CH2:15][CH2:14]3)=[CH:11][CH:12]=[C:7]2[CH:6]=1)=O.[NH2:30][C:31]1[S:32][CH:33]=[CH:34][N:35]=1, predict the reaction product. The product is: [S:32]1[CH:33]=[CH:34][N:35]2[CH:2]=[C:3]([C:5]3[C:28](=[O:29])[O:27][C:8]4=[N:9][C:10]([N:13]5[CH2:19][CH2:18][CH2:17][N:16]([C:20]([O:22][C:23]([CH3:25])([CH3:26])[CH3:24])=[O:21])[CH2:15][CH2:14]5)=[CH:11][CH:12]=[C:7]4[CH:6]=3)[N:30]=[C:31]12. (4) Given the reactants Br[C:2]1[CH:3]=[C:4]([CH:19]=[CH:20][CH:21]=1)[O:5][CH:6]1[CH2:11][CH2:10][N:9]([C:12]([O:14][C:15]([CH3:18])([CH3:17])[CH3:16])=[O:13])[CH2:8][CH2:7]1.[CH3:22][C:23]1([CH3:39])[C:27]([CH3:29])([CH3:28])[O:26][B:25]([B:25]2[O:26][C:27]([CH3:29])([CH3:28])[C:23]([CH3:39])([CH3:22])[O:24]2)[O:24]1.C([O-])(=O)C.[K+], predict the reaction product. The product is: [CH3:22][C:23]1([CH3:39])[C:27]([CH3:29])([CH3:28])[O:26][B:25]([C:2]2[CH:3]=[C:4]([CH:19]=[CH:20][CH:21]=2)[O:5][CH:6]2[CH2:11][CH2:10][N:9]([C:12]([O:14][C:15]([CH3:18])([CH3:17])[CH3:16])=[O:13])[CH2:8][CH2:7]2)[O:24]1. (5) Given the reactants [Cl:1][C:2]1[N:7]=[CH:6][C:5]([S:8]([NH:11][CH:12]2[CH2:16][CH2:15][CH2:14][CH2:13]2)(=[O:10])=[O:9])=[CH:4][CH:3]=1.C([O-])([O-])=O.[K+].[K+].Br[CH2:24][CH2:25][CH2:26][O:27][CH2:28][C:29]1[CH:34]=[CH:33][CH:32]=[CH:31][CH:30]=1, predict the reaction product. The product is: [CH2:28]([O:27][CH2:26][CH2:25][CH2:24][N:11]([CH:12]1[CH2:16][CH2:15][CH2:14][CH2:13]1)[S:8]([C:5]1[CH:6]=[N:7][C:2]([Cl:1])=[CH:3][CH:4]=1)(=[O:10])=[O:9])[C:29]1[CH:34]=[CH:33][CH:32]=[CH:31][CH:30]=1.